Dataset: Catalyst prediction with 721,799 reactions and 888 catalyst types from USPTO. Task: Predict which catalyst facilitates the given reaction. (1) Product: [NH:29]1[C:30]2[C:35](=[CH:34][CH:33]=[CH:32][CH:31]=2)[C:27]([CH2:26][CH2:25][N:5]2[CH2:6][CH:7]3[CH:3]([C:2]3([C:8]3[CH:9]=[C:10]([NH:14][S:15]([CH3:18])(=[O:17])=[O:16])[CH:11]=[CH:12][CH:13]=3)[CH3:1])[CH2:4]2)=[CH:28]1. Reactant: [CH3:1][C:2]1([C:8]2[CH:9]=[C:10]([NH:14][S:15]([CH3:18])(=[O:17])=[O:16])[CH:11]=[CH:12][CH:13]=2)[CH:7]2[CH:3]1[CH2:4][NH:5][CH2:6]2.C(=O)([O-])O.[Na+].Br[CH2:25][CH2:26][C:27]1[C:35]2[C:30](=[CH:31][CH:32]=[CH:33][CH:34]=2)[NH:29][CH:28]=1. The catalyst class is: 9. (2) Reactant: [Li]CCCC.C(S)C1C=CC=CC=1.C([C@@H]1COC(=O)N1[C:27]([C@@H:29]1[CH2:34][CH2:33][C:32]([F:36])([F:35])[CH2:31][C@H:30]1[CH2:37][O:38][CH2:39][C:40]1[CH:45]=[CH:44][CH:43]=[CH:42][CH:41]=1)=[O:28])C1C=CC=CC=1.[H-].[H-].[H-].[H-].[Li+].[Al+3]. Product: [CH2:39]([O:38][CH2:37][C@@H:30]1[CH2:31][C:32]([F:36])([F:35])[CH2:33][CH2:34][C@H:29]1[CH2:27][OH:28])[C:40]1[CH:41]=[CH:42][CH:43]=[CH:44][CH:45]=1. The catalyst class is: 1. (3) Reactant: [Br:1][C:2]1[CH:3]=[C:4]2[C:9](=[C:10]([OH:12])[CH:11]=1)[N:8]=[C:7]([Cl:13])[N:6]=[C:5]2[N:14]1[CH2:19][CH2:18][O:17][CH2:16][CH2:15]1.C(=O)([O-])[O-].[K+].[K+].Br[CH2:27][CH2:28][OH:29].O. Product: [Br:1][C:2]1[CH:3]=[C:4]2[C:9](=[C:10]([O:12][CH2:27][CH2:28][OH:29])[CH:11]=1)[N:8]=[C:7]([Cl:13])[N:6]=[C:5]2[N:14]1[CH2:15][CH2:16][O:17][CH2:18][CH2:19]1. The catalyst class is: 9. (4) Reactant: [O:1]=[C:2]([CH3:10])[CH2:3][CH2:4][CH2:5][CH2:6][C:7]([OH:9])=[O:8].ClC(Cl)(Cl)C(=N)O[C:15]([CH3:18])([CH3:17])[CH3:16].ClCCl.FC(F)(F)S(O)(=O)=O. Product: [O:1]=[C:2]([CH3:10])[CH2:3][CH2:4][CH2:5][CH2:6][C:7]([O:9][C:15]([CH3:18])([CH3:17])[CH3:16])=[O:8]. The catalyst class is: 244. (5) Product: [OH:18][CH2:17][C:15]1[C:14]([C:19]([F:22])([F:21])[F:20])=[N:13][N:12]([CH2:11][C:7]2[CH:6]=[C:5]3[C:10](=[CH:9][CH:8]=2)[CH:2]([NH:1][C:23](=[O:27])[CH:24]([CH3:26])[CH3:25])[CH2:3][CH2:4]3)[CH:16]=1. Reactant: [NH2:1][CH:2]1[C:10]2[C:5](=[CH:6][C:7]([CH2:11][N:12]3[CH:16]=[C:15]([CH2:17][OH:18])[C:14]([C:19]([F:22])([F:21])[F:20])=[N:13]3)=[CH:8][CH:9]=2)[CH2:4][CH2:3]1.[C:23](O)(=[O:27])[CH:24]([CH3:26])[CH3:25].C(N(CC)CC)C.C1C=CC2N(O)N=NC=2C=1.CCN=C=NCCCN(C)C.CCN=C=NCCCN(C)C. The catalyst class is: 3.